Regression/Classification. Given a drug SMILES string, predict its absorption, distribution, metabolism, or excretion properties. Task type varies by dataset: regression for continuous measurements (e.g., permeability, clearance, half-life) or binary classification for categorical outcomes (e.g., BBB penetration, CYP inhibition). Dataset: cyp2c9_veith. From a dataset of CYP2C9 inhibition data for predicting drug metabolism from PubChem BioAssay. (1) The drug is CC[C@H](CO)NC(=O)[C@H]1C=C2c3cccc4[nH]cc(c34)C[C@@H]2N(C)C1. The result is 0 (non-inhibitor). (2) The result is 0 (non-inhibitor). The molecule is Nc1ncnc2c1ncn2[C@@H]1O[C@@H](COP(=O)(O)CP(=O)(O)OP(=O)([O-])[O-])[C@H](O)[C@@H]1O.[Li+].[Li+].